This data is from NCI-60 drug combinations with 297,098 pairs across 59 cell lines. The task is: Regression. Given two drug SMILES strings and cell line genomic features, predict the synergy score measuring deviation from expected non-interaction effect. (1) Drug 1: CCC1=CC2CC(C3=C(CN(C2)C1)C4=CC=CC=C4N3)(C5=C(C=C6C(=C5)C78CCN9C7C(C=CC9)(C(C(C8N6C)(C(=O)OC)O)OC(=O)C)CC)OC)C(=O)OC.C(C(C(=O)O)O)(C(=O)O)O. Drug 2: C1=CC(=C2C(=C1NCCNCCO)C(=O)C3=C(C=CC(=C3C2=O)O)O)NCCNCCO. Cell line: SF-268. Synergy scores: CSS=55.7, Synergy_ZIP=3.32, Synergy_Bliss=2.05, Synergy_Loewe=-0.598, Synergy_HSA=6.74. (2) Drug 1: C1CCN(CC1)CCOC2=CC=C(C=C2)C(=O)C3=C(SC4=C3C=CC(=C4)O)C5=CC=C(C=C5)O. Drug 2: C1=NC2=C(N=C(N=C2N1C3C(C(C(O3)CO)O)O)F)N. Cell line: SK-MEL-5. Synergy scores: CSS=-7.34, Synergy_ZIP=4.50, Synergy_Bliss=3.03, Synergy_Loewe=-4.28, Synergy_HSA=-3.76.